Dataset: Full USPTO retrosynthesis dataset with 1.9M reactions from patents (1976-2016). Task: Predict the reactants needed to synthesize the given product. (1) Given the product [OH:8][CH2:9][C@:10]1([C:25]([O:27][C:28]([CH3:30])([CH3:29])[CH3:31])=[O:26])[CH:14]([CH3:15])[C:13](=[O:16])[N:12]([C@@H:17]([C:19]2[CH:24]=[CH:23][CH:22]=[CH:21][CH:20]=2)[CH3:18])[CH2:11]1, predict the reactants needed to synthesize it. The reactants are: [Si]([O:8][CH2:9][C@:10]1([C:25]([O:27][C:28]([CH3:31])([CH3:30])[CH3:29])=[O:26])[CH:14]([CH3:15])[C:13](=[O:16])[N:12]([C@@H:17]([C:19]2[CH:24]=[CH:23][CH:22]=[CH:21][CH:20]=2)[CH3:18])[CH2:11]1)(C(C)(C)C)(C)C.[F-].C([N+](CCCC)(CCCC)CCCC)CCC. (2) Given the product [CH3:25][O:26][C:18]([C:8]1[N:7]([CH2:6][C:5]2[CH:4]=[CH:3][C:2]([F:1])=[CH:21][CH:20]=2)[C:22]2=[N:23][CH:13]=[C:14]([S:16][CH3:17])[N:15]=[C:10]2[CH:9]=1)=[O:19], predict the reactants needed to synthesize it. The reactants are: [F:1][C:2]1[CH:21]=[CH:20][C:5]([CH2:6][N:7]2C3=N[CH:13]=[C:14]([S:16][CH3:17])[N:15]=[C:10]3[CH:9]=[C:8]2[CH:18]=[O:19])=[CH:4][CH:3]=1.[C-:22]#[N:23].[Na+].[CH3:25][OH:26]. (3) Given the product [CH3:7][C:6]1([CH3:8])[C:2]([CH3:1])([CH3:23])[O:3][B:4]([C:9]2[CH:10]=[C:11]3[C:16](=[CH:17][CH:18]=2)[C:15]([C:19]([OH:21])=[O:20])=[CH:14][CH:13]=[CH:12]3)[O:5]1, predict the reactants needed to synthesize it. The reactants are: [CH3:1][C:2]1([CH3:23])[C:6]([CH3:8])([CH3:7])[O:5][B:4]([C:9]2[CH:10]=[C:11]3[C:16](=[CH:17][CH:18]=2)[C:15]([C:19]([O:21]C)=[O:20])=[CH:14][CH:13]=[CH:12]3)[O:3]1.C1COCC1.[OH-].[Li+]. (4) The reactants are: C1COCC1.[CH3:6][O:7][C:8]1[CH:13]=[CH:12][C:11]([Mg]Br)=[CH:10][CH:9]=1.Cl[C:17]1[CH:22]=[CH:21][CH:20]=[CH:19][C:18]=1[F:23].C1(C)C=CC=CC=1. Given the product [F:23][C:18]1[CH:19]=[CH:20][CH:21]=[CH:22][C:17]=1[C:11]1[CH:12]=[CH:13][C:8]([O:7][CH3:6])=[CH:9][CH:10]=1, predict the reactants needed to synthesize it. (5) Given the product [Cl:9][C:6]1[N:5]=[CH:4][N:3]=[C:2]([O:10][CH:11]2[CH2:12][CH2:13][N:14]([C:17]([O:19][C:20]([CH3:23])([CH3:22])[CH3:21])=[O:18])[CH2:15][CH2:16]2)[C:7]=1[F:8], predict the reactants needed to synthesize it. The reactants are: Cl[C:2]1[C:7]([F:8])=[C:6]([Cl:9])[N:5]=[CH:4][N:3]=1.[OH:10][CH:11]1[CH2:16][CH2:15][N:14]([C:17]([O:19][C:20]([CH3:23])([CH3:22])[CH3:21])=[O:18])[CH2:13][CH2:12]1.CC(C)([O-])C.[K+]. (6) The reactants are: [B-]C#N.[Na+].[F:5][C:6]1([F:26])[CH2:12][N:11]([C:13]2[CH:14]=[CH:15][C:16]3[N:17]([C:19]([C:22]([F:25])([F:24])[F:23])=[N:20][N:21]=3)[N:18]=2)[CH2:10][CH2:9][NH:8][CH2:7]1.[F:27][C:28]1[CH:35]=[CH:34][C:31]([CH:32]=O)=[CH:30][CH:29]=1.C(O)(=O)C. Given the product [F:26][C:6]1([F:5])[CH2:12][N:11]([C:13]2[CH:14]=[CH:15][C:16]3[N:17]([C:19]([C:22]([F:24])([F:25])[F:23])=[N:20][N:21]=3)[N:18]=2)[CH2:10][CH2:9][N:8]([CH2:32][C:31]2[CH:34]=[CH:35][C:28]([F:27])=[CH:29][CH:30]=2)[CH2:7]1, predict the reactants needed to synthesize it. (7) Given the product [CH3:1][N:2]1[CH2:3][CH2:4][N:5]([C:8]2[CH:9]=[C:10]([NH:14][S:25]([C:16]3[CH:17]=[CH:18][C:19]4[C:24](=[CH:23][CH:22]=[CH:21][CH:20]=4)[CH:15]=3)(=[O:27])=[O:26])[CH:11]=[CH:12][CH:13]=2)[CH2:6][CH2:7]1, predict the reactants needed to synthesize it. The reactants are: [CH3:1][N:2]1[CH2:7][CH2:6][N:5]([C:8]2[CH:9]=[C:10]([NH2:14])[CH:11]=[CH:12][CH:13]=2)[CH2:4][CH2:3]1.[CH:15]1[C:24]2[C:19](=[CH:20][CH:21]=[CH:22][CH:23]=2)[CH:18]=[CH:17][C:16]=1[S:25](Cl)(=[O:27])=[O:26].